Dataset: Forward reaction prediction with 1.9M reactions from USPTO patents (1976-2016). Task: Predict the product of the given reaction. (1) Given the reactants Cl.[F:2][C:3]([F:28])([O:7][C:8]1[CH:27]=[CH:26][C:11]([O:12][CH:13]2[CH2:18][CH2:17][N:16](C(OC(C)(C)C)=O)[CH2:15][CH2:14]2)=[CH:10][CH:9]=1)[CH:4]([F:6])[F:5], predict the reaction product. The product is: [F:28][C:3]([F:2])([O:7][C:8]1[CH:9]=[CH:10][C:11]([O:12][CH:13]2[CH2:18][CH2:17][NH:16][CH2:15][CH2:14]2)=[CH:26][CH:27]=1)[CH:4]([F:6])[F:5]. (2) Given the reactants [CH:1]1([C:8](Cl)=[O:9])[CH2:7][CH2:6][CH2:5][CH2:4][CH2:3][CH2:2]1.[F:11][C:12]1[CH:13]=[C:14]([OH:18])[CH:15]=[CH:16][CH:17]=1.FC1C=C(OC)C=CC=1, predict the reaction product. The product is: [CH:1]1([C:8]([C:17]2[CH:16]=[CH:15][C:14]([OH:18])=[CH:13][C:12]=2[F:11])=[O:9])[CH2:7][CH2:6][CH2:5][CH2:4][CH2:3][CH2:2]1. (3) Given the reactants [CH3:1][CH:2]1[C:10]2[C:5](=[CH:6][CH:7]=[CH:8][CH:9]=2)[C:4](=O)[CH2:3]1.[NH:12]1[C:20]2[C:15](=[CH:16][CH:17]=[CH:18][CH:19]=2)[CH2:14][C:13]1=[O:21].N1CCCCC1.Cl, predict the reaction product. The product is: [CH3:1][CH:2]1[C:10]2[C:5](=[CH:6][CH:7]=[CH:8][CH:9]=2)[C:4](=[C:14]2[C:15]3[C:20](=[CH:19][CH:18]=[CH:17][CH:16]=3)[NH:12][C:13]2=[O:21])[CH2:3]1. (4) Given the reactants C([O:5][C:6]([C@H:8]1[CH2:12][CH2:11][CH2:10][N:9]1[C:13](=[O:54])[CH2:14][O:15][C:16]1[CH:21]=[C:20]([O:22][CH2:23][C:24](=[O:37])[N:25]2[CH2:29][CH2:28][CH2:27][C@@H:26]2[C:30]([O:32]C(C)(C)C)=[O:31])[CH:19]=[C:18]([O:38][CH2:39][C:40]([N:42]2[CH2:46][CH2:45][CH2:44][C@@H:43]2[C:47]([O:49]C(C)(C)C)=[O:48])=[O:41])[CH:17]=1)=[O:7])(C)(C)C, predict the reaction product. The product is: [C:47]([C@H:43]1[CH2:44][CH2:45][CH2:46][N:42]1[C:40](=[O:41])[CH2:39][O:38][C:18]1[CH:19]=[C:20]([CH:21]=[C:16]([O:15][CH2:14][C:13](=[O:54])[N:9]2[CH2:10][CH2:11][CH2:12][C@@H:8]2[C:6]([OH:7])=[O:5])[CH:17]=1)[O:22][CH2:23][C:24]([N:25]1[CH2:29][CH2:28][CH2:27][C@@H:26]1[C:30]([OH:32])=[O:31])=[O:37])([OH:49])=[O:48]. (5) Given the reactants [CH3:1][O:2][CH2:3][O:4][C:5]1[CH:10]=[C:9]([O:11][CH2:12][O:13][CH3:14])[CH:8]=[CH:7][C:6]=1[C:15]1[CH2:20][CH2:19][CH2:18][C:17](=[O:21])[CH:16]=1.[H][H], predict the reaction product. The product is: [CH3:1][O:2][CH2:3][O:4][C:5]1[CH:10]=[C:9]([O:11][CH2:12][O:13][CH3:14])[CH:8]=[CH:7][C:6]=1[CH:15]1[CH2:20][CH2:19][CH2:18][C:17](=[O:21])[CH2:16]1. (6) The product is: [CH2:10]([O:12][P:13]([O-:17])[O-:14])[CH3:11].[CH2:1]([N+:5]1[CH:9]=[CH:8][N:7]([CH2:15][CH3:16])[CH:6]=1)[CH2:2][CH2:3][CH3:4].[CH2:1]([N+:5]1[CH:9]=[CH:8][N:7]([CH2:10][CH3:11])[CH:6]=1)[CH2:2][CH2:3][CH3:4]. Given the reactants [CH2:1]([N:5]1[CH:9]=[CH:8][N:7]=[CH:6]1)[CH2:2][CH2:3][CH3:4].[CH2:10]([O:12][P:13]([O-:17])[O:14][CH2:15][CH3:16])[CH3:11], predict the reaction product. (7) Given the reactants Br[CH:2](Br)[C:3]1[C:4]([CH:9](Br)Br)=[CH:5][CH:6]=[CH:7][CH:8]=1.[C:13]1(=[O:20])[CH:18]=[CH:17][C:16](=[O:19])[CH:15]=[CH:14]1.[I-].[Na+], predict the reaction product. The product is: [CH:5]1[C:4]2[C:3](=[CH:2][C:18]3[C:13](=[O:20])[C:14]4[C:15]([C:16](=[O:19])[C:17]=3[CH:9]=2)=[CH:9][C:4]2[C:3](=[CH:8][CH:7]=[CH:6][CH:5]=2)[CH:2]=4)[CH:8]=[CH:7][CH:6]=1.